This data is from Reaction yield outcomes from USPTO patents with 853,638 reactions. The task is: Predict the reaction yield, written as a fraction of the theoretical maximum amount of product (1.0 means a 100% yield; for example, 0.34 means a 34% yield). (1) The yield is 0.580. The product is [S:10]1[CH:11]=[CH:12][CH:8]=[C:9]1[S:2]([Cl:1])(=[O:5])=[O:3]. The reactants are [Cl:1][S:2]([OH:5])(=O)=[O:3].CO[C:8]1[CH:12]=[CH:11][S:10][CH:9]=1. The catalyst is C(Cl)Cl. (2) The reactants are [OH-].[Na+].[F:3][C:4]1[C:5]([NH:23][C:24]2[CH:25]=[C:26]([NH:30]C(=O)C)[CH:27]=[CH:28][CH:29]=2)=[N:6][C:7]([NH:10][C:11]2[CH:16]=[C:15]([O:17][CH3:18])[C:14]([O:19][CH3:20])=[C:13]([O:21][CH3:22])[CH:12]=2)=[N:8][CH:9]=1. The catalyst is C(O)C. The product is [NH2:30][C:26]1[CH:25]=[C:24]([NH:23][C:5]2[C:4]([F:3])=[CH:9][N:8]=[C:7]([NH:10][C:11]3[CH:16]=[C:15]([O:17][CH3:18])[C:14]([O:19][CH3:20])=[C:13]([O:21][CH3:22])[CH:12]=3)[N:6]=2)[CH:29]=[CH:28][CH:27]=1. The yield is 0.810.